From a dataset of Forward reaction prediction with 1.9M reactions from USPTO patents (1976-2016). Predict the product of the given reaction. (1) Given the reactants [CH2:1]([O:3][C:4](=[O:17])[CH:5]([C:7]1[CH:12]=[CH:11][C:10]([CH2:13][CH:14]([CH3:16])[CH3:15])=[CH:9][CH:8]=1)[CH3:6])[CH3:2].[Li+].CC([N-]C(C)C)C.[Br:26][CH2:27][CH2:28][CH2:29][CH2:30]Br.O, predict the reaction product. The product is: [CH2:1]([O:3][C:4](=[O:17])[C:5]([C:7]1[CH:8]=[CH:9][C:10]([CH2:13][CH:14]([CH3:16])[CH3:15])=[CH:11][CH:12]=1)([CH3:6])[CH2:30][CH2:29][CH2:28][CH2:27][Br:26])[CH3:2]. (2) Given the reactants Br[C:2]1[C:3]2[C:8]([C:9](Br)=[C:10]3[C:15]=1[CH:14]=[CH:13][CH:12]=[CH:11]3)=[CH:7][CH:6]=[CH:5][CH:4]=2.[CH:17]([C:19]1[CH:24]=[CH:23][CH:22]=[CH:21][C:20]=1B(O)O)=[O:18].[C:28](=[O:31])([O-])[O-].[Na+].[Na+].[CH2:34](O)[CH3:35], predict the reaction product. The product is: [CH:17]([C:19]1[CH:24]=[CH:23][CH:22]=[CH:21][C:20]=1[C:2]1[C:3]2[C:8]([C:9]([C:35]3[CH:34]=[CH:14][CH:15]=[CH:2][C:3]=3[CH:28]=[O:31])=[C:10]3[C:15]=1[CH:14]=[CH:13][CH:12]=[CH:11]3)=[CH:7][CH:6]=[CH:5][CH:4]=2)=[O:18]. (3) Given the reactants Cl[Si](C)(C)[CH3:3].[NH:6]1[CH:10]=[CH:9][CH:8]=[C:7]1[C:11]([OH:13])=[O:12], predict the reaction product. The product is: [NH:6]1[CH:10]=[CH:9][CH:8]=[C:7]1[C:11]([O:13][CH3:3])=[O:12].